From a dataset of Full USPTO retrosynthesis dataset with 1.9M reactions from patents (1976-2016). Predict the reactants needed to synthesize the given product. (1) Given the product [CH2:1]([O:7][C:8]1[CH:9]=[C:10]([CH:18]=[CH:19][CH:20]=1)[O:11][CH2:12][CH2:13][CH2:14][CH2:15][CH2:16][NH:27][CH3:26])[CH2:2][CH2:3][CH2:4][CH2:5][CH3:6], predict the reactants needed to synthesize it. The reactants are: [CH2:1]([O:7][C:8]1[CH:9]=[C:10]([CH:18]=[CH:19][CH:20]=1)[O:11][CH2:12][CH2:13][CH2:14][CH2:15][CH:16]=O)[CH2:2][CH2:3][CH2:4][CH2:5][CH3:6].C1COCC1.[CH3:26][NH2:27].[BH-](OC(C)=O)(OC(C)=O)OC(C)=O.[Na+]. (2) Given the product [CH3:1][O:2][C:3]([C:4]1[CH:9]=[CH:8][C:7]2[N:10]=[C:11]([C:12]3[CH:17]=[CH:16][CH:15]=[C:14]([N+:18]([O-:20])=[O:19])[CH:13]=3)[O:22][C:6]=2[CH:5]=1)=[O:23], predict the reactants needed to synthesize it. The reactants are: [CH3:1][O:2][C:3](=[O:23])[C:4]1[CH:9]=[CH:8][C:7]([NH:10][C:11](=O)[C:12]2[CH:17]=[CH:16][CH:15]=[C:14]([N+:18]([O-:20])=[O:19])[CH:13]=2)=[C:6]([OH:22])[CH:5]=1.O.C1(C)C=CC(S(O)(=O)=O)=CC=1. (3) Given the product [CH3:1][O:2][C:3]([CH:5]1[CH2:14][C:13]2[CH:12]=[C:11]3[O:15][CH2:25][C@@:26]([C:28]4[CH:33]=[CH:32][C:31]([O:34][CH2:35][C:36]5[CH:41]=[CH:40][C:39]([Cl:42])=[C:38]([Cl:43])[CH:37]=5)=[CH:30][CH:29]=4)([OH:27])[O:16][C:10]3=[CH:9][C:8]=2[CH2:7][N:6]1[C:17]([O:19][C:20]([CH3:23])([CH3:22])[CH3:21])=[O:18])=[O:4], predict the reactants needed to synthesize it. The reactants are: [CH3:1][O:2][C:3]([C@@H:5]1[CH2:14][C:13]2[C:8](=[CH:9][C:10]([OH:16])=[C:11]([OH:15])[CH:12]=2)[CH2:7][N:6]1[C:17]([O:19][C:20]([CH3:23])([CH3:22])[CH3:21])=[O:18])=[O:4].Br[CH2:25][C:26]([C:28]1[CH:33]=[CH:32][C:31]([O:34][CH2:35][C:36]2[CH:41]=[CH:40][C:39]([Cl:42])=[C:38]([Cl:43])[CH:37]=2)=[CH:30][CH:29]=1)=[O:27].C(=O)(O)[O-].[Na+].C1CCN2C(=NCCC2)CC1. (4) Given the product [CH:10]([O:9][C:5]1[CH:4]=[CH:3][C:2]([N:1]2[C:35](=[O:37])[C:29]3[C:28](=[CH:27][CH:26]=[C:31]([C:32]([OH:34])=[O:33])[CH:30]=3)[C:38]2=[O:39])=[CH:7][C:6]=1[C:8]1[O:9][C:10]2[CH:16]=[CH:15][C:14]([C:17]3[CH:22]=[CH:21][CH:20]=[CH:19][CH:18]=3)=[CH:13][C:11]=2[N:12]=1)([CH3:16])[CH3:11], predict the reactants needed to synthesize it. The reactants are: [NH2:1][C:2]1[CH:3]=[CH:4][C:5](C(C)C)=[C:6]([C:8]2[O:9][C:10]3[CH:16]=[CH:15][C:14]([C:17]4[CH:22]=[CH:21][CH:20]=[CH:19][CH:18]=4)=[CH:13][C:11]=3[N:12]=2)[CH:7]=1.[CH:26]1[C:31]([C:32]([OH:34])=[O:33])=[CH:30][C:29]2[C:35]([O:37][C:38](=[O:39])[C:28]=2[CH:27]=1)=O. (5) Given the product [I:1][C:2]1[CH:7]=[CH:6][C:5]([CH:8]([CH2:25][CH:26]([CH3:28])[CH3:27])[C:9]([OH:11])=[O:10])=[CH:4][C:3]=1[C:14]1[CH:15]=[CH:16][C:17]([C:20]([F:21])([F:22])[F:23])=[CH:18][CH:19]=1, predict the reactants needed to synthesize it. The reactants are: [I:1][C:2]1[CH:7]=[CH:6][C:5]([CH2:8][C:9]([O:11]CC)=[O:10])=[CH:4][C:3]=1[C:14]1[CH:19]=[CH:18][C:17]([C:20]([F:23])([F:22])[F:21])=[CH:16][CH:15]=1.I[CH2:25][CH:26]([CH3:28])[CH3:27].C([N-]C(C)C)(C)C.[Li+].C([Li])CCC.